Predict the product of the given reaction. From a dataset of Forward reaction prediction with 1.9M reactions from USPTO patents (1976-2016). (1) Given the reactants C([O:3][CH2:4][CH2:5][O:6][NH:7][C:8]([C:10]1[CH:15]=[CH:14][C:13](=[O:16])[N:12]([CH3:17])[C:11]=1[NH:18][C:19]1[CH:24]=[CH:23][C:22]([Br:25])=[CH:21][C:20]=1[F:26])=[O:9])=C.BrC1C=CC(NC2N(C)C(=O)C=CC=2C(O)=O)=C(F)C=1.C(OCCON)=C, predict the reaction product. The product is: [OH:3][CH2:4][CH2:5][O:6][NH:7][C:8]([C:10]1[CH:15]=[CH:14][C:13](=[O:16])[N:12]([CH3:17])[C:11]=1[NH:18][C:19]1[CH:24]=[CH:23][C:22]([Br:25])=[CH:21][C:20]=1[F:26])=[O:9]. (2) The product is: [C:11]([O:10][C:8]([N:5]1[CH2:4][CH2:3][CH:2]([NH:1][C:24](=[O:28])[C:25]([CH3:27])=[CH2:26])[CH2:7][CH2:6]1)=[O:9])([CH3:14])([CH3:13])[CH3:12]. Given the reactants [NH2:1][CH:2]1[CH2:7][CH2:6][N:5]([C:8]([O:10][C:11]([CH3:14])([CH3:13])[CH3:12])=[O:9])[CH2:4][CH2:3]1.CCN(C(C)C)C(C)C.[C:24](Cl)(=[O:28])[C:25]([CH3:27])=[CH2:26], predict the reaction product.